From a dataset of Forward reaction prediction with 1.9M reactions from USPTO patents (1976-2016). Predict the product of the given reaction. (1) Given the reactants [Cl:1][C:2]1([C:5]2[CH:9]=[C:8]([C:10]([O:12][CH2:13][CH3:14])=[O:11])[N:7]([CH3:15])[N:6]=2)[CH2:4][CH2:3]1.[Cl:16]N1C(=O)CCC1=O, predict the reaction product. The product is: [Cl:16][C:9]1[C:5]([C:2]2([Cl:1])[CH2:4][CH2:3]2)=[N:6][N:7]([CH3:15])[C:8]=1[C:10]([O:12][CH2:13][CH3:14])=[O:11]. (2) Given the reactants [CH:1](=O)[C:2]1[C:3](=[CH:5][CH:6]=[CH:7][CH:8]=1)[OH:4].[NH:10]1[CH2:16][CH2:15][CH2:14][CH2:13][CH2:12][CH2:11]1.[S:17]1[CH2:23][C:21](=[O:22])[NH:20][C:18]1=S, predict the reaction product. The product is: [N:10]1([C:18]2[S:17]/[C:23](=[CH:1]\[C:2]3[CH:8]=[CH:7][CH:6]=[CH:5][C:3]=3[OH:4])/[C:21](=[O:22])[N:20]=2)[CH2:16][CH2:15][CH2:14][CH2:13][CH2:12][CH2:11]1. (3) Given the reactants [NH2:1][C:2]1[CH:7]=[CH:6][CH:5]=[CH:4][CH:3]=1.[H-].[Na+].F[C:11]1[CH:18]=[CH:17][CH:16]=[C:15]([C:19]2[CH:24]=[CH:23][CH:22]=[CH:21][CH:20]=2)[C:12]=1[C:13]#[N:14], predict the reaction product. The product is: [C:2]1([NH:1][C:11]2[CH:18]=[CH:17][CH:16]=[C:15]([C:19]3[CH:20]=[CH:21][CH:22]=[CH:23][CH:24]=3)[C:12]=2[C:13]#[N:14])[CH:7]=[CH:6][CH:5]=[CH:4][CH:3]=1. (4) The product is: [Cl:47][CH2:13][C:11]1[O:12][C:8]([CH2:7][O:6][Si:5]([C:1]([CH3:4])([CH3:2])[CH3:3])([C:21]2[CH:22]=[CH:23][CH:24]=[CH:25][CH:26]=2)[C:15]2[CH:20]=[CH:19][CH:18]=[CH:17][CH:16]=2)=[CH:9][N:10]=1. Given the reactants [C:1]([Si:5]([C:21]1[CH:26]=[CH:25][CH:24]=[CH:23][CH:22]=1)([C:15]1[CH:20]=[CH:19][CH:18]=[CH:17][CH:16]=1)[O:6][CH2:7][C:8]1[O:12][C:11]([CH2:13]O)=[N:10][CH:9]=1)([CH3:4])([CH3:3])[CH3:2].C1C=CC(P(C2C=CC=CC=2)C2C=CC=CC=2)=CC=1.C(Cl)(Cl)(Cl)[Cl:47], predict the reaction product. (5) Given the reactants [F:1][C:2]1[CH:7]=[CH:6][CH:5]=[CH:4][C:3]=1[N:8]1[C:16](=[O:17])[C:15]2[C@@H:14]3[C:18]([CH3:20])([CH3:19])[C@@:11]([CH3:21])([CH2:12][CH2:13]3)[C:10]=2[NH:9]1.I[CH:23]([CH3:25])[CH3:24], predict the reaction product. The product is: [F:1][C:2]1[CH:7]=[CH:6][CH:5]=[CH:4][C:3]=1[N:8]1[C:16](=[O:17])[C:15]2[C@@H:14]3[C:18]([CH3:20])([CH3:19])[C@@:11]([CH3:21])([CH2:12][CH2:13]3)[C:10]=2[N:9]1[CH:23]([CH3:25])[CH3:24]. (6) The product is: [C:36]([NH:35][C:33](=[O:34])[C:32]1[CH:40]=[CH:41][CH:42]=[C:30]([O:29][C:26]2[C:25]([Cl:43])=[CH:24][C:23]([NH:22][C:19]3[C:20]4[N:12]([CH2:11][CH2:10][OH:9])[CH:13]=[CH:14][C:15]=4[N:16]=[CH:17][N:18]=3)=[CH:28][N:27]=2)[CH:31]=1)([CH3:39])([CH3:37])[CH3:38]. Given the reactants C([O:9][CH2:10][CH2:11][N:12]1[C:20]2[C:19](Cl)=[N:18][CH:17]=[N:16][C:15]=2[CH:14]=[CH:13]1)(=O)C1C=CC=CC=1.[NH2:22][C:23]1[CH:24]=[C:25]([Cl:43])[C:26]([O:29][C:30]2[CH:31]=[C:32]([CH:40]=[CH:41][CH:42]=2)[C:33]([NH:35][C:36]([CH3:39])([CH3:38])[CH3:37])=[O:34])=[N:27][CH:28]=1.[OH-].[Na+], predict the reaction product. (7) Given the reactants B(Br)(Br)Br.[Cl:5][C:6]1[CH:11]=[C:10]([CH2:12][C:13]([OH:15])=[O:14])[CH:9]=[CH:8][C:7]=1[C:16]1[C:21]([F:22])=[CH:20][C:19]([O:23]C)=[CH:18][C:17]=1[F:25].[CH3:26]O, predict the reaction product. The product is: [Cl:5][C:6]1[CH:11]=[C:10]([CH2:12][C:13]([O:15][CH3:26])=[O:14])[CH:9]=[CH:8][C:7]=1[C:16]1[C:21]([F:22])=[CH:20][C:19]([OH:23])=[CH:18][C:17]=1[F:25]. (8) The product is: [C:2]1(=[O:1])[C:7]2[C:21]3[CH:20]=[CH:19][CH:18]=[CH:17][C:16]=3[NH:22][C:6]=2[CH2:5][CH2:4][NH:3]1. Given the reactants [O:1]=[C:2]1[CH2:7][C:6](=O)[CH2:5][CH2:4][N:3]1C(OC(C)(C)C)=O.[C:16]1([NH:22]N)[CH:21]=[CH:20][CH:19]=[CH:18][CH:17]=1.OS(O)(=O)=O, predict the reaction product. (9) Given the reactants [CH3:1][O:2][C:3]1[CH:4]=[C:5]([OH:12])[CH:6]=[C:7]([N+:9]([O-:11])=[O:10])[CH:8]=1.Cl[CH2:14][CH2:15][O:16][CH2:17][CH2:18][O:19][CH2:20][CH2:21][OH:22].C([O-])([O-])=O.[K+].[K+], predict the reaction product. The product is: [CH3:1][O:2][C:3]1[CH:4]=[C:5]([CH:6]=[C:7]([N+:9]([O-:11])=[O:10])[CH:8]=1)[O:12][CH2:14][CH2:15][O:16][CH2:17][CH2:18][O:19][CH2:20][CH2:21][OH:22]. (10) Given the reactants [CH3:1][C:2]1[NH:3][C:4]2[C:9]([CH:10]=1)=[CH:8][CH:7]=[CH:6][CH:5]=2.[Cl-].[CH3:12][O:13][C:14]1[CH:15]=[C:16]([CH:21]=[CH:22][C:23]=1[O:24][CH3:25])[CH:17]=[N+:18]([CH3:20])[CH3:19].COC1C=C(C=CC=1OC)C=O.CNC, predict the reaction product. The product is: [CH3:12][O:13][C:14]1[CH:15]=[C:16]([CH:17]([N:18]([CH3:20])[CH3:19])[C:10]2[C:9]3[C:4](=[CH:5][CH:6]=[CH:7][CH:8]=3)[NH:3][C:2]=2[CH3:1])[CH:21]=[CH:22][C:23]=1[O:24][CH3:25].